From a dataset of Forward reaction prediction with 1.9M reactions from USPTO patents (1976-2016). Predict the product of the given reaction. (1) The product is: [CH:31]1([C@H:19]([NH:20][C:21]([O:23][CH2:24][C:25]([CH3:30])([CH3:29])[CH2:26][CH:27]=[CH2:28])=[O:22])[C:18]([N:16]2[CH2:17][C@H:13]([O:12][C:9]3[C:10]4[C:5](=[CH:4][C:3]([O:43][CH3:44])=[C:2]([CH:45]=[CH2:46])[CH:11]=4)[CH:6]=[CH:7][N:8]=3)[CH2:14][C@H:15]2[C:38]([O:40][CH2:41][CH3:42])=[O:39])=[O:37])[CH2:36][CH2:35][CH2:34][CH2:33][CH2:32]1. Given the reactants Br[C:2]1[CH:11]=[C:10]2[C:5]([CH:6]=[CH:7][N:8]=[C:9]2[O:12][C@H:13]2[CH2:17][N:16]([C:18](=[O:37])[C@H:19]([CH:31]3[CH2:36][CH2:35][CH2:34][CH2:33][CH2:32]3)[NH:20][C:21]([O:23][CH2:24][C:25]([CH3:30])([CH3:29])[CH2:26][CH:27]=[CH2:28])=[O:22])[C@H:15]([C:38]([O:40][CH2:41][CH3:42])=[O:39])[CH2:14]2)=[CH:4][C:3]=1[O:43][CH3:44].[CH2:45](C([Sn])=C(CCCC)CCCC)[CH2:46]CC, predict the reaction product. (2) Given the reactants Cl.[NH:2]1[CH2:7][CH2:6][CH:5]([NH:8][C:9]([C:11]2[C:15]3[N:16]=[CH:17][N:18]=[C:19]([C:20]4[CH:25]=[C:24]([F:26])[CH:23]=[CH:22][C:21]=4[O:27][CH2:28][CH:29]4[CH2:31][CH2:30]4)[C:14]=3[NH:13][CH:12]=2)=[O:10])[CH2:4][CH2:3]1.Cl[C:33]([CH2:35][O:36]C(=O)C)=[O:34], predict the reaction product. The product is: [OH:36][CH2:35][C:33]([N:2]1[CH2:3][CH2:4][CH:5]([NH:8][C:9]([C:11]2[C:15]3[N:16]=[CH:17][N:18]=[C:19]([C:20]4[CH:25]=[C:24]([F:26])[CH:23]=[CH:22][C:21]=4[O:27][CH2:28][CH:29]4[CH2:30][CH2:31]4)[C:14]=3[NH:13][CH:12]=2)=[O:10])[CH2:6][CH2:7]1)=[O:34].